From a dataset of Catalyst prediction with 721,799 reactions and 888 catalyst types from USPTO. Predict which catalyst facilitates the given reaction. Reactant: [NH2:1][C:2]1[CH:3]=[C:4]([CH:7]=[CH:8][CH:9]=1)[C:5]#[N:6].Cl.[NH2:11][OH:12].C(=O)([O-])[O-].[K+].[K+]. Product: [NH2:1][C:2]1[CH:3]=[C:4]([C:5](=[NH:6])[NH:11][OH:12])[CH:7]=[CH:8][CH:9]=1. The catalyst class is: 8.